Dataset: Catalyst prediction with 721,799 reactions and 888 catalyst types from USPTO. Task: Predict which catalyst facilitates the given reaction. (1) Reactant: [F:1][CH2:2][C:3]([NH:5][NH:6][C:7]1[C:12]([CH3:13])=[CH:11][C:10]([N+:14]([O-:16])=[O:15])=[CH:9][N:8]=1)=O.CCN(C(C)C)C(C)C.O=P(Cl)(Cl)Cl. Product: [F:1][CH2:2][C:3]1[N:8]2[CH:9]=[C:10]([N+:14]([O-:16])=[O:15])[CH:11]=[C:12]([CH3:13])[C:7]2=[N:6][N:5]=1. The catalyst class is: 10. (2) Reactant: [H-].C([Al+]CC(C)C)C(C)C.[S:11]1[C:15]2[CH:16]=[C:17]([C:20]3([C:23]#N)[CH2:22][CH2:21]3)[CH:18]=[CH:19][C:14]=2[N:13]=[CH:12]1.C([OH:28])(C)C.C(C(C(C([O-])=O)O)O)([O-])=O.[Na+].[K+]. Product: [S:11]1[C:15]2[CH:16]=[C:17]([C:20]3([CH:23]=[O:28])[CH2:22][CH2:21]3)[CH:18]=[CH:19][C:14]=2[N:13]=[CH:12]1. The catalyst class is: 11.